Dataset: Full USPTO retrosynthesis dataset with 1.9M reactions from patents (1976-2016). Task: Predict the reactants needed to synthesize the given product. (1) Given the product [CH3:27][C:28]1[N:29]=[C:30]2[N:33]([CH:34]3[CH2:39][CH2:38][O:37][CH2:36][CH2:35]3)[C:17](=[O:18])[C:16]([CH2:15][C:12]3[CH:13]=[CH:14][C:9]([C:4]4[C:3]([C:1]#[N:2])=[CH:8][CH:7]=[CH:6][CH:5]=4)=[CH:10][CH:11]=3)=[C:22]([CH2:23][CH2:24][CH3:25])[N:31]2[N:32]=1, predict the reactants needed to synthesize it. The reactants are: [C:1]([C:3]1[CH:8]=[CH:7][CH:6]=[CH:5][C:4]=1[C:9]1[CH:14]=[CH:13][C:12]([CH2:15][CH:16]([C:22](=O)[CH2:23][CH2:24][CH3:25])[C:17](OCC)=[O:18])=[CH:11][CH:10]=1)#[N:2].[CH3:27][C:28]1[NH:29][C:30]([NH:33][CH:34]2[CH2:39][CH2:38][O:37][CH2:36][CH2:35]2)=[N:31][N:32]=1. (2) Given the product [ClH:25].[Cl:25][C:15]1[C:14]2[C:19](=[CH:20][C:11]([S:8]([N:6]([CH3:7])[C:5]3([C:4]([OH:30])=[O:3])[CH2:29][CH2:28][CH2:27][CH2:26]3)(=[O:9])=[O:10])=[CH:12][CH:13]=2)[C:18]([NH:21][C:22]([NH2:24])=[NH:23])=[N:17][CH:16]=1, predict the reactants needed to synthesize it. The reactants are: C([O:3][C:4](=[O:30])[C:5]1([CH2:29][CH2:28][CH2:27][CH2:26]1)[N:6]([S:8]([C:11]1[CH:20]=[C:19]2[C:14]([C:15]([Cl:25])=[CH:16][N:17]=[C:18]2[NH:21][C:22]([NH2:24])=[NH:23])=[CH:13][CH:12]=1)(=[O:10])=[O:9])[CH3:7])C.Cl. (3) Given the product [F:11][C:9]1([F:12])[O:8][C:7]2[CH:13]=[CH:14][C:4]([CH:2]([N:16]3[CH2:17][CH2:18][CH:19]([NH:22][C:23]([C:25]4[O:26][C:27]5[C:32]([C:33](=[O:35])[CH:34]=4)=[CH:31][CH:30]=[C:29]([F:36])[CH:28]=5)=[O:24])[CH2:20][CH2:21]3)[CH3:3])=[CH:5][C:6]=2[O:10]1, predict the reactants needed to synthesize it. The reactants are: Cl[CH:2]([C:4]1[CH:14]=[CH:13][C:7]2[O:8][C:9]([F:12])([F:11])[O:10][C:6]=2[CH:5]=1)[CH3:3].Cl.[NH:16]1[CH2:21][CH2:20][CH:19]([NH:22][C:23]([C:25]2[O:26][C:27]3[C:32]([C:33](=[O:35])[CH:34]=2)=[CH:31][CH:30]=[C:29]([F:36])[CH:28]=3)=[O:24])[CH2:18][CH2:17]1.C([O-])([O-])=O.[Na+].[Na+].